This data is from Forward reaction prediction with 1.9M reactions from USPTO patents (1976-2016). The task is: Predict the product of the given reaction. (1) The product is: [CH3:5][CH:4]1[CH2:3][CH2:2][N:1]([CH2:8][CH2:9][N:10]2[CH2:11][CH2:12][CH:13]([NH:16][C:17]([C:19]3[NH:20][C:21]4[C:26]([CH:27]=3)=[C:25]([O:28][CH2:29][CH:30]([CH3:32])[CH3:31])[CH:24]=[CH:23][CH:22]=4)=[O:18])[CH2:14][CH2:15]2)[CH2:7][CH2:6]1. Given the reactants [N:1]1([CH2:8][CH2:9][N:10]2[CH2:15][CH2:14][CH:13]([NH:16][C:17]([C:19]3[NH:20][C:21]4[C:26]([CH:27]=3)=[C:25]([O:28][CH2:29][CH:30]([CH3:32])[CH3:31])[CH:24]=[CH:23][CH:22]=4)=[O:18])[CH2:12][CH2:11]2)[CH2:7][CH2:6][CH2:5][CH2:4][CH2:3][CH2:2]1.Cl.Cl.Cl.CC1CCN(CCN2CCC(N)CC2)CC1, predict the reaction product. (2) The product is: [CH3:1][C:2]1([CH3:56])[C@@H:5]([C:6]([N:8]2[CH2:9][CH2:10][CH2:11][CH2:12][CH2:13]2)=[O:7])[CH2:4][C@H:3]1[NH:14][C:15]([C@:17]12[CH2:52][CH2:51][C@@H:50]([C:53]3([CH3:55])[CH2:54][O:65]3)[C@@H:18]1[C@@H:19]1[C@@:32]([CH3:35])([CH2:33][CH2:34]2)[C@@:31]2([CH3:36])[C@@H:22]([C@:23]3([CH3:49])[C@@H:28]([CH2:29][CH2:30]2)[C:27]([CH3:37])([CH3:38])[C@@H:26]([O:39][C:40](=[O:48])[CH2:41][C:42]([CH3:46])([CH3:47])[C:43]([OH:45])=[O:44])[CH2:25][CH2:24]3)[CH2:21][CH2:20]1)=[O:16]. Given the reactants [CH3:1][C:2]1([CH3:56])[C@@H:5]([C:6]([N:8]2[CH2:13][CH2:12][CH2:11][CH2:10][CH2:9]2)=[O:7])[CH2:4][C@H:3]1[NH:14][C:15]([C@:17]12[CH2:52][CH2:51][C@@H:50]([C:53]([CH3:55])=[CH2:54])[C@@H:18]1[C@@H:19]1[C@@:32]([CH3:35])([CH2:33][CH2:34]2)[C@@:31]2([CH3:36])[C@@H:22]([C@:23]3([CH3:49])[C@@H:28]([CH2:29][CH2:30]2)[C:27]([CH3:38])([CH3:37])[C@@H:26]([O:39][C:40](=[O:48])[CH2:41][C:42]([CH3:47])([CH3:46])[C:43]([OH:45])=[O:44])[CH2:25][CH2:24]3)[CH2:21][CH2:20]1)=[O:16].ClC1C=CC=C(C(OO)=[O:65])C=1, predict the reaction product. (3) Given the reactants [CH2:1]([NH:8][CH2:9][C:10]1[CH:25]=[CH:24][C:13]([C:14]([NH:16][NH:17][C:18]2[CH:23]=[CH:22][CH:21]=[CH:20][CH:19]=2)=[O:15])=[CH:12][CH:11]=1)[C:2]1[CH:7]=[CH:6][CH:5]=[CH:4][CH:3]=1.BrCCC[C:30]1[CH:40]=[CH:39][CH:38]=[C:32]2[C:33]([NH:35][C:36](=[O:37])[C:31]=12)=[O:34].CCN(C(C)C)[CH:44]([CH3:46])[CH3:45].[Na], predict the reaction product. The product is: [CH2:1]([N:8]([CH2:9][C:10]1[CH:11]=[CH:12][C:13]([C:14]([NH:16][NH:17][C:18]2[CH:19]=[CH:20][CH:21]=[CH:22][CH:23]=2)=[O:15])=[CH:24][CH:25]=1)[CH2:45][CH2:44][CH2:46][N:35]1[C:36](=[O:37])[C:31]2[C:32](=[CH:38][CH:39]=[CH:40][CH:30]=2)[C:33]1=[O:34])[C:2]1[CH:3]=[CH:4][CH:5]=[CH:6][CH:7]=1. (4) Given the reactants [F:1][C:2]([C:5]1[CH:6]=[C:7]([CH2:17][O:18][C:19]2[CH:24]=[CH:23][C:22]([CH2:25][CH2:26][C:27]([O:29]CC)=[O:28])=[C:21]([CH3:32])[C:20]=2[CH3:33])[C:8]2[O:12][C:11]([CH2:13][CH2:14][CH3:15])=[CH:10][C:9]=2[CH:16]=1)([F:4])[CH3:3].[Li+].[OH-].O1CCCC1, predict the reaction product. The product is: [F:1][C:2]([C:5]1[CH:6]=[C:7]([CH2:17][O:18][C:19]2[CH:24]=[CH:23][C:22]([CH2:25][CH2:26][C:27]([OH:29])=[O:28])=[C:21]([CH3:32])[C:20]=2[CH3:33])[C:8]2[O:12][C:11]([CH2:13][CH2:14][CH3:15])=[CH:10][C:9]=2[CH:16]=1)([F:4])[CH3:3]. (5) Given the reactants [Cl:1][C:2]1[CH:7]=[CH:6][C:5]([C@@H:8]2[CH2:13][CH2:12][NH:11][CH2:10][C@H:9]2[C:14]([O:16][CH3:17])=[O:15])=[CH:4][CH:3]=1.C(N(CC)C(C)C)(C)C.I[CH2:28][CH2:29][F:30], predict the reaction product. The product is: [Cl:1][C:2]1[CH:7]=[CH:6][C:5]([C@@H:8]2[CH2:13][CH2:12][N:11]([CH2:28][CH2:29][F:30])[CH2:10][C@H:9]2[C:14]([O:16][CH3:17])=[O:15])=[CH:4][CH:3]=1. (6) The product is: [CH:23]1([NH:22][C:20](=[O:21])[NH:19][C@@H:16]2[C@H:13]3[O:14][CH2:15][C@H:11]([O:10][C:7]4[CH:6]=[CH:5][C:4]([C:3]([OH:29])=[O:2])=[CH:9][CH:8]=4)[C@H:12]3[O:18][CH2:17]2)[CH2:24][CH2:25][CH2:26][CH2:27][CH2:28]1. Given the reactants C[O:2][C:3](=[O:29])[C:4]1[CH:9]=[CH:8][C:7]([O:10][C@H:11]2[CH2:15][O:14][C@@H:13]3[C@@H:16]([NH:19][C:20]([NH:22][CH:23]4[CH2:28][CH2:27][CH2:26][CH2:25][CH2:24]4)=[O:21])[CH2:17][O:18][C@H:12]23)=[CH:6][CH:5]=1.[OH-].[K+].Cl, predict the reaction product. (7) Given the reactants [N+:1]([C:4]1[CH:11]=[CH:10][C:7]([CH:8]=O)=[CH:6][CH:5]=1)([O-:3])=[O:2].[CH3:12][NH:13][CH3:14].C(O)(=O)C.C(O[BH-](OC(=O)C)OC(=O)C)(=O)C.[Na+].C(=O)([O-])O.[Na+], predict the reaction product. The product is: [N+:1]([C:4]1[CH:11]=[CH:10][C:7]([CH2:8][N:13]([CH3:14])[CH3:12])=[CH:6][CH:5]=1)([O-:3])=[O:2].